This data is from Peptide-MHC class I binding affinity with 185,985 pairs from IEDB/IMGT. The task is: Regression. Given a peptide amino acid sequence and an MHC pseudo amino acid sequence, predict their binding affinity value. This is MHC class I binding data. (1) The peptide sequence is EPWLSSKPEF. The MHC is HLA-B35:01 with pseudo-sequence HLA-B35:01. The binding affinity (normalized) is 0.331. (2) The peptide sequence is AVYGNIKHK. The MHC is HLA-A03:01 with pseudo-sequence HLA-A03:01. The binding affinity (normalized) is 0.557.